The task is: Predict the product of the given reaction.. This data is from Forward reaction prediction with 1.9M reactions from USPTO patents (1976-2016). (1) Given the reactants Br[C:2]1[CH:23]=[CH:22][C:5]([C:6]([NH:8][S:9]([C:12]2[CH:17]=[CH:16][CH:15]=[CH:14][C:13]=2[S:18](=[O:21])(=[O:20])[NH2:19])(=[O:11])=[O:10])=[O:7])=[C:4]([F:24])[CH:3]=1.[O:25]1[C:29]2[CH:30]=[CH:31][CH:32]=[CH:33][C:28]=2[CH:27]=[C:26]1B(O)O.C(=O)([O-])[O-].[K+].[K+].O, predict the reaction product. The product is: [O:25]1[C:29]2[CH:30]=[CH:31][CH:32]=[CH:33][C:28]=2[CH:27]=[C:26]1[C:2]1[CH:23]=[CH:22][C:5]([C:6]([NH:8][S:9]([C:12]2[CH:17]=[CH:16][CH:15]=[CH:14][C:13]=2[S:18](=[O:21])(=[O:20])[NH2:19])(=[O:11])=[O:10])=[O:7])=[C:4]([F:24])[CH:3]=1. (2) Given the reactants [Cl:1][C:2]1[C:10]2[N:9]=[C:8]([C:11]3[CH:16]=[CH:15][C:14]([CH:17]([CH3:19])[CH3:18])=[CH:13][CH:12]=3)[NH:7][C:6]=2[C:5]([O:20][CH3:21])=[CH:4][CH:3]=1.Br[CH2:23][CH2:24][O:25][CH3:26], predict the reaction product. The product is: [Cl:1][C:2]1[C:10]2[N:9]=[C:8]([C:11]3[CH:16]=[CH:15][C:14]([CH:17]([CH3:19])[CH3:18])=[CH:13][CH:12]=3)[N:7]([CH2:23][CH2:24][O:25][CH3:26])[C:6]=2[C:5]([O:20][CH3:21])=[CH:4][CH:3]=1.